This data is from Reaction yield outcomes from USPTO patents with 853,638 reactions. The task is: Predict the reaction yield, written as a fraction of the theoretical maximum amount of product (1.0 means a 100% yield; for example, 0.34 means a 34% yield). (1) The reactants are [OH:1][C:2]1[CH:7]=[CH:6][C:5]([C:8]2([CH2:12][C:13]([O:15][CH2:16][CH3:17])=[O:14])[CH2:11][O:10][CH2:9]2)=[CH:4][CH:3]=1.Br[CH2:19][C:20]1[CH:21]=[C:22]([C:26]2[CH:31]=[CH:30][C:29]([C:32]([F:35])([F:34])[F:33])=[CH:28][CH:27]=2)[CH:23]=[CH:24][CH:25]=1.C([O-])([O-])=O.[Cs+].[Cs+]. The catalyst is CN(C=O)C. The product is [F:33][C:32]([F:34])([F:35])[C:29]1[CH:30]=[CH:31][C:26]([C:22]2[CH:23]=[CH:24][CH:25]=[C:20]([CH2:19][O:1][C:2]3[CH:7]=[CH:6][C:5]([C:8]4([CH2:12][C:13]([O:15][CH2:16][CH3:17])=[O:14])[CH2:9][O:10][CH2:11]4)=[CH:4][CH:3]=3)[CH:21]=2)=[CH:27][CH:28]=1. The yield is 0.950. (2) The reactants are [CH3:1][C:2]1[CH:6]=[C:5]([CH3:7])[NH:4][C:3]=1[C:8]#[N:9].[Al+3].[Cl-].[Cl-].[Cl-].[C:14](Cl)([CH3:16])=[O:15]. The catalyst is ClCCCl. The product is [C:14]([C:6]1[C:2]([CH3:1])=[C:3]([C:8]#[N:9])[NH:4][C:5]=1[CH3:7])(=[O:15])[CH3:16]. The yield is 0.880. (3) The reactants are [Br:1][C:2]1[CH:3]=[C:4]([NH:10][C:11]2[CH:16]=[N:15][C:14]([N:17]3[CH2:22][CH2:21][NH:20][CH2:19][CH2:18]3)=[CH:13][N:12]=2)[C:5](=[O:9])[N:6]([CH3:8])[CH:7]=1.[O:23]1[CH2:26][C:25](=O)[CH2:24]1.[BH3-]C#N.[Na+]. The yield is 0.780. The catalyst is CO.[Cl-].[Zn+2].[Cl-]. The product is [Br:1][C:2]1[CH:3]=[C:4]([NH:10][C:11]2[CH:16]=[N:15][C:14]([N:17]3[CH2:18][CH2:19][N:20]([CH:25]4[CH2:26][O:23][CH2:24]4)[CH2:21][CH2:22]3)=[CH:13][N:12]=2)[C:5](=[O:9])[N:6]([CH3:8])[CH:7]=1. (4) The reactants are C[O:2][C:3]1[CH:4]=[C:5]2[C:9](=[CH:10][CH:11]=1)[NH:8][CH:7]=[C:6]2/[CH:12]=[CH:13]/[C:14]([C:16]1[CH:21]=[CH:20][N:19]=[CH:18][CH:17]=1)=[O:15].B(Br)(Br)Br.[OH-].[Na+].Cl. The catalyst is C(Cl)Cl. The product is [OH:2][C:3]1[CH:4]=[C:5]2[C:9](=[CH:10][CH:11]=1)[NH:8][CH:7]=[C:6]2/[CH:12]=[CH:13]/[C:14]([C:16]1[CH:17]=[CH:18][N:19]=[CH:20][CH:21]=1)=[O:15]. The yield is 0.610. (5) The reactants are [N+:1]1([O-])[C:5]2[CH:6]=[CH:7][CH:8]=[N:9][C:4]=2[NH:3][CH:2]=1.CS([Cl:15])(=O)=O. The catalyst is CN(C=O)C. The product is [Cl:15][C:6]1[CH:7]=[CH:8][N:9]=[C:4]2[NH:3][CH:2]=[N:1][C:5]=12. The yield is 0.330. (6) The catalyst is CO.ClCCl.[OH-].[OH-].[Pd+2]. The product is [CH3:1][CH:2]1[CH:6]2[CH:5]([CH2:9][N:8]([C:10]([O:12][C:13]([CH3:16])([CH3:15])[CH3:14])=[O:11])[CH2:7]2)[CH2:4][C:3]1=[O:17]. The reactants are [CH3:1][C:2]1[C:3](=[O:17])[CH2:4][CH:5]2[CH2:9][N:8]([C:10]([O:12][C:13]([CH3:16])([CH3:15])[CH3:14])=[O:11])[CH2:7][C:6]=12.[H][H]. The yield is 0.910. (7) The reactants are [Cl:1][C:2]1[C:3]([C:20](=[NH:22])[NH2:21])=[N:4][N:5]([CH2:8][C:9]2[C:14]([F:15])=[CH:13][C:12]([O:16][CH2:17][CH3:18])=[CH:11][C:10]=2[F:19])[C:6]=1[CH3:7].C[N:24](C)[CH:25](N(C)C)[CH:26]([O:29][CH3:30])[C:27]#N.N1CCCCC1. The catalyst is CC(C)CCO. The product is [Cl:1][C:2]1[C:3]([C:20]2[N:21]=[C:25]([NH2:24])[C:26]([O:29][CH3:30])=[CH:27][N:22]=2)=[N:4][N:5]([CH2:8][C:9]2[C:14]([F:15])=[CH:13][C:12]([O:16][CH2:17][CH3:18])=[CH:11][C:10]=2[F:19])[C:6]=1[CH3:7]. The yield is 0.980. (8) The reactants are [F:1][CH:2]([F:26])[O:3][C:4]1[N:9]=[CH:8][C:7]([C@@H:10]([NH:19][CH2:20][CH:21]([O:24][CH3:25])[O:22][CH3:23])[CH2:11][C:12]([O:14][C:15]([CH3:18])([CH3:17])[CH3:16])=[O:13])=[CH:6][CH:5]=1.ClC(Cl)(O[C:31](=[O:37])OC(Cl)(Cl)Cl)Cl.CCN(CC)CC.[N:46]1[C:55]2[NH:54][CH2:53][CH2:52][CH2:51][C:50]=2[CH:49]=[CH:48][C:47]=1[CH2:56][CH2:57][CH2:58][NH2:59]. The catalyst is C(Cl)Cl.ClCCCl. The product is [F:26][CH:2]([F:1])[O:3][C:4]1[N:9]=[CH:8][C:7]([C@@H:10]([N:19]([CH2:20][CH:21]([O:24][CH3:25])[O:22][CH3:23])[C:31]([NH:59][CH2:58][CH2:57][CH2:56][C:47]2[CH:48]=[CH:49][C:50]3[CH2:51][CH2:52][CH2:53][NH:54][C:55]=3[N:46]=2)=[O:37])[CH2:11][C:12]([O:14][C:15]([CH3:18])([CH3:17])[CH3:16])=[O:13])=[CH:6][CH:5]=1. The yield is 0.670. (9) The reactants are Br[C:2]1[C:10]2[O:9][CH2:8][CH2:7][C:6]=2[CH:5]=[C:4]([F:11])[CH:3]=1.[OH:12][C:13]1[CH:18]=[CH:17][C:16](B(O)O)=[CH:15][CH:14]=1.C(=O)([O-])[O-].[Na+].[Na+].C(=O)([O-])[O-].[K+].[K+].Br[CH2:35][C:36]1[CH:37]=[C:38]([CH:43]=[CH:44][CH:45]=1)[C:39]([O:41]C)=[O:40]. The catalyst is C1C=CC([P]([Pd]([P](C2C=CC=CC=2)(C2C=CC=CC=2)C2C=CC=CC=2)([P](C2C=CC=CC=2)(C2C=CC=CC=2)C2C=CC=CC=2)[P](C2C=CC=CC=2)(C2C=CC=CC=2)C2C=CC=CC=2)(C2C=CC=CC=2)C2C=CC=CC=2)=CC=1.C(OCC)(=O)C.CN(C=O)C.O.O1CCOCC1. The product is [F:11][C:4]1[CH:3]=[C:2]([C:16]2[CH:17]=[CH:18][C:13]([O:12][CH2:35][C:36]3[CH:37]=[C:38]([CH:43]=[CH:44][CH:45]=3)[C:39]([OH:41])=[O:40])=[CH:14][CH:15]=2)[C:10]2[O:9][CH2:8][CH2:7][C:6]=2[CH:5]=1. The yield is 0.290.